From a dataset of Forward reaction prediction with 1.9M reactions from USPTO patents (1976-2016). Predict the product of the given reaction. Given the reactants Cl.[CH3:2][O:3][C:4](=[O:11])[C@@H:5]([CH2:7][CH:8]([CH3:10])[CH3:9])[NH2:6].[O-]S([O-])(=O)=O.[Mg+2].[CH:18](=O)[CH2:19][CH2:20][CH2:21][CH2:22][CH2:23][CH2:24][CH2:25][CH2:26][CH3:27].CCN(CC)CC.[BH4-].[Na+], predict the reaction product. The product is: [CH2:18]([NH:6][C@H:5]([CH2:7][CH:8]([CH3:10])[CH3:9])[C:4]([O:3][CH3:2])=[O:11])[CH2:19][CH2:20][CH2:21][CH2:22][CH2:23][CH2:24][CH2:25][CH2:26][CH3:27].